Dataset: Peptide-MHC class II binding affinity with 134,281 pairs from IEDB. Task: Regression. Given a peptide amino acid sequence and an MHC pseudo amino acid sequence, predict their binding affinity value. This is MHC class II binding data. The binding affinity (normalized) is 0.786. The MHC is DRB4_0101 with pseudo-sequence DRB4_0103. The peptide sequence is GELQIVDKIDAAFSI.